Dataset: CYP3A4 inhibition data for predicting drug metabolism from PubChem BioAssay. Task: Regression/Classification. Given a drug SMILES string, predict its absorption, distribution, metabolism, or excretion properties. Task type varies by dataset: regression for continuous measurements (e.g., permeability, clearance, half-life) or binary classification for categorical outcomes (e.g., BBB penetration, CYP inhibition). Dataset: cyp3a4_veith. The result is 0 (non-inhibitor). The molecule is CC1=C(C(=O)NCCN2CCN(C)CC2)C2(CCC(C)CC2)OC1=O.